Task: Predict which catalyst facilitates the given reaction.. Dataset: Catalyst prediction with 721,799 reactions and 888 catalyst types from USPTO (1) Reactant: [F:1][C:2]1[CH:13]=[CH:12][C:11]([CH3:14])=[CH:10][C:3]=1[O:4][CH2:5][CH2:6][C:7]([OH:9])=O. Product: [F:1][C:2]1[C:3]2[O:4][CH2:5][CH2:6][C:7](=[O:9])[C:10]=2[C:11]([CH3:14])=[CH:12][CH:13]=1. The catalyst class is: 6. (2) The catalyst class is: 25. Product: [CH2:1]([O:8][C:9]1[CH:14]=[CH:13][N:12]([C:31]2[CH:30]=[CH:29][C:26]([C:27]#[N:28])=[CH:25][C:24]=2[F:23])[C:11](=[O:15])[CH:10]=1)[C:2]1[CH:3]=[CH:4][CH:5]=[CH:6][CH:7]=1. Reactant: [CH2:1]([O:8][C:9]1[CH:14]=[CH:13][NH:12][C:11](=[O:15])[CH:10]=1)[C:2]1[CH:7]=[CH:6][CH:5]=[CH:4][CH:3]=1.CN(C=O)C.[H-].[Na+].[F:23][C:24]1[CH:25]=[C:26]([CH:29]=[CH:30][C:31]=1F)[C:27]#[N:28]. (3) The catalyst class is: 6. Reactant: F[C:2]1[CH:7]=[CH:6][C:5]([N+:8]([O-:10])=[O:9])=[C:4]([CH3:11])[CH:3]=1.[NH2:12][CH2:13][CH2:14][NH:15][CH2:16][CH2:17][OH:18].C([O-])([O-])=O.[K+].[K+].CN1CCCC1=O. Product: [N+:8]([C:5]1[CH:6]=[CH:7][C:2]([NH:12][CH2:13][CH2:14][NH:15][CH2:16][CH2:17][OH:18])=[CH:3][C:4]=1[CH3:11])([O-:10])=[O:9].